Task: Binary Classification. Given a drug SMILES string, predict its activity (active/inactive) in a high-throughput screening assay against a specified biological target.. Dataset: KCNQ2 potassium channel screen with 302,405 compounds (1) The molecule is O=C1N(C(=O)c2c1cc(cc2)C(=O)Nc1nc(ccc1)C)c1c(cccc1)C. The result is 0 (inactive). (2) The compound is OC(=O)C1N(Cc2c(C1)cccc2)C(=O)C. The result is 0 (inactive). (3) The drug is O(c1c(c2c(/[nH][nH]c2)=C2\C(O)=CC(=O)C=C2)cccc1)C. The result is 0 (inactive). (4) The compound is O(CC(=O)Nc1cc2nc(n(c2cc1)C)CCN1CCN(CC1)c1ncccc1)c1ccc([N+]([O-])=O)cc1. The result is 0 (inactive). (5) The result is 0 (inactive). The compound is S(CC(=O)Nc1cc(OC)cc(OC)c1)c1nnc(c2ncccc2)cc1.